From a dataset of Forward reaction prediction with 1.9M reactions from USPTO patents (1976-2016). Predict the product of the given reaction. (1) Given the reactants [O:1]([C:8]1[CH:13]=[CH:12][C:11]([C:14]2[C:22]3[C:21]([NH2:23])=[N:20][CH:19]=[N:18][C:17]=3[N:16]([CH:24]3[CH2:29][CH2:28][NH:27][CH2:26][CH2:25]3)[CH:15]=2)=[CH:10][CH:9]=1)[C:2]1[CH:7]=[CH:6][CH:5]=[CH:4][CH:3]=1.[NH:30]1[CH:34]=[CH:33][N:32]=[C:31]1[CH:35]=O.C(O)(=O)C.C(O[BH-](OC(=O)C)OC(=O)C)(=O)C.[Na+].C(=O)(O)[O-].[Na+], predict the reaction product. The product is: [NH:30]1[CH:34]=[CH:33][N:32]=[C:31]1[CH2:35][N:27]1[CH2:28][CH2:29][CH:24]([N:16]2[C:17]3[N:18]=[CH:19][N:20]=[C:21]([NH2:23])[C:22]=3[C:14]([C:11]3[CH:10]=[CH:9][C:8]([O:1][C:2]4[CH:7]=[CH:6][CH:5]=[CH:4][CH:3]=4)=[CH:13][CH:12]=3)=[CH:15]2)[CH2:25][CH2:26]1. (2) Given the reactants [CH2:1]([O:8][C:9]1[CH:10]=[C:11]2[C:15](=[CH:16][CH:17]=1)[NH:14][N:13]=[C:12]2[CH2:18][C:19]([OH:21])=O)[C:2]1[CH:7]=[CH:6][CH:5]=[CH:4][CH:3]=1.[C:22]([O-:25])(=O)[CH3:23].[Na+].O.[C:28](OCC)(=O)C, predict the reaction product. The product is: [CH2:1]([O:8][C:9]1[CH:10]=[C:11]2[C:15](=[CH:16][CH:17]=1)[N:14]([C:22](=[O:25])[CH3:23])[N:13]=[C:12]2[CH2:18][C:19](=[O:21])[CH3:28])[C:2]1[CH:3]=[CH:4][CH:5]=[CH:6][CH:7]=1. (3) Given the reactants C(OC([N:8]1[CH2:12][C@@H:11]([CH2:13][N:14]([CH:31]([CH3:33])[CH3:32])[C:15](=[O:30])[C:16]2[CH:21]=[CH:20][C:19]([O:22][CH3:23])=[C:18]([O:24][CH2:25][CH2:26][CH2:27][O:28][CH3:29])[CH:17]=2)[C@H:10]([NH2:34])[CH2:9]1)=O)(C)(C)C.[C:35]1(=O)[CH2:38][CH2:37][CH2:36]1.CC#N.O.CC#N, predict the reaction product. The product is: [CH:35]1([NH:34][C@H:10]2[CH2:9][NH:8][CH2:12][C@@H:11]2[CH2:13][N:14]([CH:31]([CH3:32])[CH3:33])[C:15](=[O:30])[C:16]2[CH:21]=[CH:20][C:19]([O:22][CH3:23])=[C:18]([O:24][CH2:25][CH2:26][CH2:27][O:28][CH3:29])[CH:17]=2)[CH2:38][CH2:37][CH2:36]1. (4) Given the reactants Br[CH2:2][C:3]1[CH:8]=[CH:7][C:6]([S:9]([N:12]([C:17]2[CH:22]=[CH:21][C:20]([CH3:23])=[CH:19][C:18]=2[CH3:24])[CH2:13][CH:14]([CH3:16])[CH3:15])(=[O:11])=[O:10])=[CH:5][CH:4]=1.[H-].[Na+].[CH3:27][OH:28], predict the reaction product. The product is: [CH3:24][C:18]1[CH:19]=[C:20]([CH3:23])[CH:21]=[CH:22][C:17]=1[N:12]([CH2:13][CH:14]([CH3:16])[CH3:15])[S:9]([C:6]1[CH:7]=[CH:8][C:3]([CH2:2][O:28][C:27]2[CH:18]=[CH:17][N:12]=[CH:13][CH:14]=2)=[CH:4][CH:5]=1)(=[O:11])=[O:10]. (5) Given the reactants [NH:1]1[C:10]2[C:5](=[CH:6][CH:7]=[CH:8][CH:9]=2)[CH2:4]C[CH:2]1C=O.[CH:13]1([NH2:19])[CH2:18][CH2:17][CH2:16][CH2:15][CH2:14]1.[CH3:20][CH2:21][CH2:22]CCC, predict the reaction product. The product is: [NH:19]1[C:13]2[C:18](=[CH:17][CH:16]=[CH:15][C:14]=2/[CH:2]=[N:1]/[CH:10]2[CH2:9][CH2:8][CH2:7][CH2:6][CH:5]2[CH3:4])[CH2:22][CH2:21][CH2:20]1. (6) The product is: [Cl:23][C:21]1[CH:20]=[CH:19][C:18]([O:24][CH2:25][C:26]2[CH:27]=[CH:28][CH:29]=[CH:30][CH:31]=2)=[C:17]([C:12]2[N:11]([C:7]3[N:6]=[C:5]([C:4]([OH:32])=[O:3])[CH:10]=[CH:9][CH:8]=3)[C:15]([Cl:16])=[CH:14][CH:13]=2)[CH:22]=1. Given the reactants C([O:3][C:4](=[O:32])[C:5]1[CH:10]=[CH:9][CH:8]=[C:7]([N:11]2[C:15]([Cl:16])=[CH:14][CH:13]=[C:12]2[C:17]2[CH:22]=[C:21]([Cl:23])[CH:20]=[CH:19][C:18]=2[O:24][CH2:25][C:26]2[CH:31]=[CH:30][CH:29]=[CH:28][CH:27]=2)[N:6]=1)C.[OH-].[Na+], predict the reaction product. (7) The product is: [Cl:20][C:21]1[CH:22]=[C:23]([C:27]2[S:29][CH:2]=[C:3]([C@@H:5]3[CH2:10][C:9]([F:11])([F:12])[CH2:8][CH2:7][C@H:6]3[C:13]([OH:15])=[O:14])[N:28]=2)[CH:24]=[N:25][CH:26]=1. Given the reactants Cl[CH2:2][C:3]([C@@H:5]1[CH2:10][C:9]([F:12])([F:11])[CH2:8][CH2:7][C@H:6]1[C:13]([O:15]C(C)(C)C)=[O:14])=O.[Cl:20][C:21]1[CH:22]=[C:23]([C:27](=[S:29])[NH2:28])[CH:24]=[N:25][CH:26]=1, predict the reaction product.